Dataset: Drug-target binding data from BindingDB using IC50 measurements. Task: Regression. Given a target protein amino acid sequence and a drug SMILES string, predict the binding affinity score between them. We predict pIC50 (pIC50 = -log10(IC50 in M); higher means more potent). Dataset: bindingdb_ic50. (1) The small molecule is COc1ccc2cc3[n+](cc2c1OC)CCc1cc(O)c(O)cc1-3. The target protein (P60953) has sequence MQTIKCVVVGDGAVGKTCLLISYTTNKFPSEYVPTVFDNYAVTVMIGGEPYTLGLFDTAGQEDYDRLRPLSYPQTDVFLVCFSVVSPSSFENVKEKWVPEITHHCPKTPFLLVGTQIDLRDDPSTIEKLAKNKQKPITPETAEKLARDLKAVKYVECSALTQKGLKNVFDEAILAALEPPEPKKSRRCVLL. The pIC50 is 4.0. (2) The compound is COc1cc(OC)c2cc3c(=O)[nH]c(=O)nc-3oc2c1. The target protein (P19838) has sequence MAEDDPYLGRPEQMFHLDPSLTHTIFNPEVFQPQMALPTDGPYLQILEQPKQRGFRFRYVCEGPSHGGLPGASSEKNKKSYPQVKICNYVGPAKVIVQLVTNGKNIHLHAHSLVGKHCEDGICTVTAGPKDMVVGFANLGILHVTKKKVFETLEARMTEACIRGYNPGLLVHPDLAYLQAEGGGDRQLGDREKELIRQAALQQTKEMDLSVVRLMFTAFLPDSTGSFTRRLEPVVSDAIYDSKAPNASNLKIVRMDRTAGCVTGGEEIYLLCDKVQKDDIQIRFYEEEENGGVWEGFGDFSPTDVHRQFAIVFKTPKYKDINITKPASVFVQLRRKSDLETSEPKPFLYYPEIKDKEEVQRKRQKLMPNFSDSFGGGSGAGAGGGGMFGSGGGGGGTGSTGPGYSFPHYGFPTYGGITFHPGTTKSNAGMKHGTMDTESKKDPEGCDKSDDKNTVNLFGKVIETTEQDQEPSEATVGNGEVTLTYATGTKEESAGVQDNL.... The pIC50 is 6.0.